This data is from Full USPTO retrosynthesis dataset with 1.9M reactions from patents (1976-2016). The task is: Predict the reactants needed to synthesize the given product. Given the product [C:45]([C:44]1[C:35]([NH:34][CH2:33][CH2:32][NH:31][C:13](=[O:23])[C:14]2[CH:19]=[CH:18][CH:17]=[C:16]([O:20][CH3:21])[CH:15]=2)=[N:36][C:37]2[C:42]([CH:43]=1)=[C:41]([CH3:47])[CH:40]=[C:39]([CH3:48])[CH:38]=2)#[N:46], predict the reactants needed to synthesize it. The reactants are: CCN=C=NCCCN(C)C.Cl.[C:13]([OH:23])(=O)[C:14]1[CH:19]=[CH:18][CH:17]=[C:16]([O:20][CH3:21])[CH:15]=1.C(N(CC)CC)C.[NH2:31][CH2:32][CH2:33][NH:34][C:35]1[C:44]([C:45]#[N:46])=[CH:43][C:42]2[C:37](=[CH:38][C:39]([CH3:48])=[CH:40][C:41]=2[CH3:47])[N:36]=1.